This data is from Reaction yield outcomes from USPTO patents with 853,638 reactions. The task is: Predict the reaction yield, written as a fraction of the theoretical maximum amount of product (1.0 means a 100% yield; for example, 0.34 means a 34% yield). (1) The reactants are [OH:1][CH2:2][CH2:3][CH2:4][C:5]1[CH:6]=[CH:7][C:8]2[N:12]=[CH:11][N:10](C([O-])=O)[C:9]=2[CH:16]=1.C(Cl)Cl.O.[C:21]([O:25][CH3:26])(=[O:24])[CH:22]=[CH2:23]. The catalyst is CN(C=O)C. The product is [OH:1][CH2:2][CH2:3][CH2:4][C:5]1[CH:6]=[CH:7][C:8]2[N:12]=[C:11]([CH2:11][NH:10][C:9]3[CH:16]=[CH:5][CH:6]=[CH:7][C:8]=3/[CH:23]=[CH:22]/[C:21]([O:25][CH3:26])=[O:24])[NH:10][C:9]=2[CH:16]=1. The yield is 0.350. (2) The reactants are Cl.[Cl:2][C:3]1[CH:4]=[C:5]([F:23])[C:6]([O:9][CH:10]2[CH2:15][CH2:14][N:13](C(OC(C)(C)C)=O)[CH2:12][CH2:11]2)=[N:7][CH:8]=1. The catalyst is O1CCOCC1. The product is [ClH:2].[Cl:2][C:3]1[CH:4]=[C:5]([F:23])[C:6]([O:9][CH:10]2[CH2:11][CH2:12][NH:13][CH2:14][CH2:15]2)=[N:7][CH:8]=1. The yield is 0.340.